Task: Predict the product of the given reaction.. Dataset: Forward reaction prediction with 1.9M reactions from USPTO patents (1976-2016) The product is: [F:23][CH:22]([F:24])[O:21][C:5]1[C:6]([O:19][CH3:20])=[C:7]([C:2]([C:39]2[CH:40]=[C:41]3[C:45](=[CH:46][CH:47]=2)[C:44](=[O:48])[NH:43][CH2:42]3)=[CH:3][CH:4]=1)[O:8][CH2:9][C:10]1[CH:18]=[CH:17][C:13]([C:14]([NH2:16])=[O:15])=[CH:12][CH:11]=1. Given the reactants Br[C:2]1[C:7]([O:8][CH2:9][C:10]2[CH:18]=[CH:17][C:13]([C:14]([NH2:16])=[O:15])=[CH:12][CH:11]=2)=[C:6]([O:19][CH3:20])[C:5]([O:21][CH:22]([F:24])[F:23])=[CH:4][CH:3]=1.C(=O)([O-])[O-].[Cs+].[Cs+].CC1(C)C(C)(C)OB([C:39]2[CH:40]=[C:41]3[C:45](=[CH:46][CH:47]=2)[C:44](=[O:48])[NH:43][CH2:42]3)O1, predict the reaction product.